From a dataset of Catalyst prediction with 721,799 reactions and 888 catalyst types from USPTO. Predict which catalyst facilitates the given reaction. (1) Reactant: N([O-])=O.[Na+].Cl.[CH:6]1([C:11]2[CH:12]=[C:13]([CH:15]=[CH:16][CH:17]=2)N)[CH2:10][CH2:9][CH2:8][CH2:7]1.[I-:18].[K+].[OH-].[Na+]. Product: [CH:6]1([C:11]2[CH:17]=[CH:16][CH:15]=[C:13]([I:18])[CH:12]=2)[CH2:10][CH2:9][CH2:8][CH2:7]1. The catalyst class is: 223. (2) Reactant: [OH-].[Na+].C(N(CC)CC)C.CN1[C:15](=[O:16])/[C:14](=[CH:17]/[CH:18]2[C:22](=[O:23])[CH2:21][CH2:20][C:19]2=O)/[S:13]C1=S.[OH:26]P([O-])(O)=O.[K+]. Product: [O:23]=[C:22]1[C:18]2[CH:17]=[C:14]([C:15]([OH:16])=[O:26])[S:13][C:19]=2[CH2:20][CH2:21]1. The catalyst class is: 6. (3) Reactant: C[CH2:2][N:3](CC)[CH2:4]C.[CH3:8][N:9]1[C:13]2[C:14]3[CH:15]=[CH:16][CH:17]=[CH:18][C:19]=3[O:20][C:21]3([CH2:26][CH2:25][N:24]([C:27]([C:29]4[CH:37]=[CH:36][CH:35]=[CH:34][C:30]=4[C:31]([OH:33])=O)=[O:28])[CH2:23][CH2:22]3)[C:12]=2[CH:11]=[N:10]1.Cl.CNC.CCN=C=NCCCN(C)C. Product: [CH3:2][N:3]([CH3:4])[C:31](=[O:33])[C:30]1[CH:34]=[CH:35][CH:36]=[CH:37][C:29]=1[C:27]([N:24]1[CH2:25][CH2:26][C:21]2([C:12]3[CH:11]=[N:10][N:9]([CH3:8])[C:13]=3[C:14]3[CH:15]=[CH:16][CH:17]=[CH:18][C:19]=3[O:20]2)[CH2:22][CH2:23]1)=[O:28]. The catalyst class is: 2. (4) Reactant: [OH:1][CH2:2][C@@H:3]([NH:5][S:6]([C:9]1[CH:14]=[CH:13][C:12]([C:15]2[CH:20]=[CH:19][N:18]=[C:17]3[NH:21][C:22]([C:24]([F:27])([F:26])[F:25])=[CH:23][C:16]=23)=[CH:11][CH:10]=1)(=[O:8])=[O:7])[CH3:4].[ClH:28].C(OCC)C. Product: [ClH:28].[OH:1][CH2:2][C@@H:3]([NH:5][S:6]([C:9]1[CH:10]=[CH:11][C:12]([C:15]2[CH:20]=[CH:19][N:18]=[C:17]3[NH:21][C:22]([C:24]([F:26])([F:27])[F:25])=[CH:23][C:16]=23)=[CH:13][CH:14]=1)(=[O:7])=[O:8])[CH3:4]. The catalyst class is: 5. (5) Reactant: [C@H:1]1([C:13]2[S:17][C:16]([NH2:18])=[N:15][N:14]=2)[CH2:6][CH2:5][CH2:4][C@H:3]([C:7]2[S:11][C:10]([NH2:12])=[N:9][N:8]=2)[CH2:2]1.C(O[K])(C)(C)C.[F:25][C:26]1([F:41])[CH2:29][N:28]([C:30]2[N:35]=[C:34]([CH2:36][C:37](OC)=[O:38])[CH:33]=[CH:32][CH:31]=2)[CH2:27]1. Product: [NH2:12][C:10]1[S:11][C:7]([C@H:3]2[CH2:4][CH2:5][CH2:6][C@H:1]([C:13]3[S:17][C:16]([NH:18][C:37](=[O:38])[CH2:36][C:34]4[CH:33]=[CH:32][CH:31]=[C:30]([N:28]5[CH2:27][C:26]([F:25])([F:41])[CH2:29]5)[N:35]=4)=[N:15][N:14]=3)[CH2:2]2)=[N:8][N:9]=1. The catalyst class is: 3. (6) Reactant: Cl[C:2]1[N:7]=[C:6]([C:8]2[N:12]3[CH:13]=[CH:14][CH:15]=[CH:16][C:11]3=[N:10][C:9]=2[C:17]2[CH:18]=[C:19]([CH:31]=[CH:32][CH:33]=2)[C:20]([NH:22][C:23]2[C:28]([F:29])=[CH:27][CH:26]=[CH:25][C:24]=2[F:30])=[O:21])[CH:5]=[CH:4][N:3]=1.[CH2:34]([O:36][C:37]1[CH:43]=[C:42]([CH2:44][CH2:45][N:46]2[CH2:51][CH2:50][N:49]([CH3:52])[CH2:48][CH2:47]2)[CH:41]=[CH:40][C:38]=1[NH2:39])[CH3:35].C1(C)C=CC(S(O)(=O)=O)=CC=1.C[O-].[Na+]. Product: [F:30][C:24]1[CH:25]=[CH:26][CH:27]=[C:28]([F:29])[C:23]=1[NH:22][C:20](=[O:21])[C:19]1[CH:31]=[CH:32][CH:33]=[C:17]([C:9]2[N:10]=[C:11]3[CH:16]=[CH:15][CH:14]=[CH:13][N:12]3[C:8]=2[C:6]2[CH:5]=[CH:4][N:3]=[C:2]([NH:39][C:38]3[CH:40]=[CH:41][C:42]([CH2:44][CH2:45][N:46]4[CH2:47][CH2:48][N:49]([CH3:52])[CH2:50][CH2:51]4)=[CH:43][C:37]=3[O:36][CH2:34][CH3:35])[N:7]=2)[CH:18]=1. The catalyst class is: 812. (7) Reactant: [CH3:1][N:2]1[C:6]([C:7]([F:10])([F:9])[F:8])=[CH:5][C:4]([NH:11][C:12](=[O:20])OC2C=CC=CC=2)=[N:3]1.[CH3:21][O:22][C:23]1[CH:24]=[C:25]2[C:30](=[CH:31][C:32]=1[O:33][CH3:34])[N:29]=[CH:28][N:27]=[C:26]2[S:35][C:36]1[CH:37]=[C:38]([CH:40]=[CH:41][CH:42]=1)[NH2:39].C(N(CC)C(C)C)(C)C. Product: [CH3:21][O:22][C:23]1[CH:24]=[C:25]2[C:30](=[CH:31][C:32]=1[O:33][CH3:34])[N:29]=[CH:28][N:27]=[C:26]2[S:35][C:36]1[CH:37]=[C:38]([NH:39][C:12]([NH:11][C:4]2[CH:5]=[C:6]([C:7]([F:8])([F:9])[F:10])[N:2]([CH3:1])[N:3]=2)=[O:20])[CH:40]=[CH:41][CH:42]=1. The catalyst class is: 1.